This data is from Forward reaction prediction with 1.9M reactions from USPTO patents (1976-2016). The task is: Predict the product of the given reaction. Given the reactants [Cl:1][C:2]1[CH:3]=[C:4]([CH:14]=[CH:15][C:16]=1[Cl:17])[CH2:5][N:6]1[CH2:11][CH2:10][O:9][CH:8]([CH2:12][NH2:13])[CH2:7]1.[N:18]([CH2:21][C:22]1[CH:27]=[CH:26][CH:25]=[CH:24][C:23]=1[CH3:28])=[C:19]=[O:20], predict the reaction product. The product is: [Cl:1][C:2]1[CH:3]=[C:4]([CH:14]=[CH:15][C:16]=1[Cl:17])[CH2:5][N:6]1[CH2:11][CH2:10][O:9][CH:8]([CH2:12][NH:13][C:19]([NH:18][CH2:21][C:22]2[CH:27]=[CH:26][CH:25]=[CH:24][C:23]=2[CH3:28])=[O:20])[CH2:7]1.